This data is from Catalyst prediction with 721,799 reactions and 888 catalyst types from USPTO. The task is: Predict which catalyst facilitates the given reaction. (1) Reactant: [OH:1][CH:2]1[CH:7]([C:8]2[CH:13]=[CH:12][C:11]([O:14][CH3:15])=[CH:10][CH:9]=2)[CH:6]([O:16][CH2:17][C:18]2[CH:19]=[CH:20][C:21]3[O:26][CH2:25][CH2:24][N:23]([CH2:27][CH2:28][CH2:29][O:30][CH3:31])[C:22]=3[CH:32]=2)[CH2:5][N:4]([C:33]([O:35][CH2:36][C:37]2[CH:42]=[CH:41][CH:40]=[CH:39][CH:38]=2)=[O:34])[CH2:3]1.[H-].[Na+].C1(C)C=CC(S(O[CH2:55][CH2:56][O:57][CH3:58])(=O)=O)=CC=1.O. Product: [CH3:58][O:57][CH2:56][CH2:55][O:1][CH:2]1[CH:7]([C:8]2[CH:9]=[CH:10][C:11]([O:14][CH3:15])=[CH:12][CH:13]=2)[CH:6]([O:16][CH2:17][C:18]2[CH:19]=[CH:20][C:21]3[O:26][CH2:25][CH2:24][N:23]([CH2:27][CH2:28][CH2:29][O:30][CH3:31])[C:22]=3[CH:32]=2)[CH2:5][N:4]([C:33]([O:35][CH2:36][C:37]2[CH:38]=[CH:39][CH:40]=[CH:41][CH:42]=2)=[O:34])[CH2:3]1. The catalyst class is: 7. (2) Reactant: I[CH2:2][CH2:3][C@H:4]([C:6]1[CH:11]=[CH:10][CH:9]=[CH:8][CH:7]=1)[OH:5].[NH2:12][CH2:13][CH2:14][NH:15][S:16]([C:19]1[C:20]2[CH:21]=[CH:22][N:23]=[CH:24][C:25]=2[CH:26]=[C:27]([C:29]2[CH:34]=[CH:33][CH:32]=[CH:31][CH:30]=2)[CH:28]=1)(=[O:18])=[O:17].C(N(C(C)C)CC)(C)C.[Cl:44]CCCl. Product: [ClH:44].[ClH:44].[OH:5][C@@H:4]([C:6]1[CH:11]=[CH:10][CH:9]=[CH:8][CH:7]=1)[CH2:3][CH2:2][NH:12][CH2:13][CH2:14][NH:15][S:16]([C:19]1[C:20]2[CH:21]=[CH:22][N:23]=[CH:24][C:25]=2[CH:26]=[C:27]([C:29]2[CH:34]=[CH:33][CH:32]=[CH:31][CH:30]=2)[CH:28]=1)(=[O:18])=[O:17]. The catalyst class is: 3. (3) Reactant: N1C=CC=CC=1.[N:7]1[CH:12]=[CH:11][CH:10]=[C:9]([CH2:13][CH:14]([NH2:16])[CH3:15])[CH:8]=1.[CH:17]1([CH3:29])[CH2:22][CH2:21][CH:20]([CH:23]([CH3:25])[CH3:24])[CH:19]([C:26](Cl)=[O:27])[CH2:18]1. Product: [CH:23]([C@@H:20]1[CH2:21][CH2:22][C@@H:17]([CH3:29])[CH2:18][C@H:19]1[C:26]([NH:16][CH:14]([CH3:15])[CH2:13][C:9]1[CH:8]=[N:7][CH:12]=[CH:11][CH:10]=1)=[O:27])([CH3:25])[CH3:24]. The catalyst class is: 7. (4) The catalyst class is: 214. Product: [Br:13][C:11]1[CH:10]=[CH:9][C:8]([OH:14])=[C:7]([CH2:6][NH:5][C:4]2[CH:15]=[C:16]([Cl:18])[CH:17]=[C:2]([Cl:1])[CH:3]=2)[CH:12]=1. Reactant: [Cl:1][C:2]1[CH:3]=[C:4]([CH:15]=[C:16]([Cl:18])[CH:17]=1)[N:5]=[CH:6][C:7]1[CH:12]=[C:11]([Br:13])[CH:10]=[CH:9][C:8]=1[OH:14].[BH4-].[Na+].CC(C)=O.O. (5) Reactant: [OH:1][CH2:2][C:3]1[CH:8]=[C:7]([CH3:9])[CH:6]=[C:5]([N:10]=[N:11][C:12]2[CH:17]=[CH:16][C:15]([O:18][CH3:19])=[CH:14][CH:13]=2)[C:4]=1[OH:20].COC1C=CC(O)=CC=1.N1C=CC=CC=1.[C:36](Cl)(=[O:40])[C:37]([CH3:39])=[CH2:38]. Product: [C:36]([O:1][CH2:2][C:3]1[CH:8]=[C:7]([CH3:9])[CH:6]=[C:5]([N:10]=[N:11][C:12]2[CH:17]=[CH:16][C:15]([O:18][CH3:19])=[CH:14][CH:13]=2)[C:4]=1[OH:20])(=[O:40])[C:37]([CH3:39])=[CH2:38]. The catalyst class is: 1. (6) Reactant: [S:1]1[CH:5]=[N:4][N:3]=[C:2]1[NH2:6].CC(C)([O-])C.[K+].[Cl:13][C:14]1[CH:39]=[CH:38][C:17]([O:18][C:19]2[C:24]([F:25])=[CH:23][C:22]([S:26](OC3C=CC(Cl)=CC=3)(=[O:28])=[O:27])=[C:21]([F:37])[CH:20]=2)=[C:16]([C:40]2[N:45]3[CH:46]=[CH:47][N:48]=[C:44]3[CH:43]=[CH:42][CH:41]=2)[CH:15]=1.Cl. Product: [Cl:13][C:14]1[CH:39]=[CH:38][C:17]([O:18][C:19]2[C:24]([F:25])=[CH:23][C:22]([S:26]([NH:6][C:2]3[S:1][CH:5]=[N:4][N:3]=3)(=[O:27])=[O:28])=[C:21]([F:37])[CH:20]=2)=[C:16]([C:40]2[N:45]3[CH:46]=[CH:47][N:48]=[C:44]3[CH:43]=[CH:42][CH:41]=2)[CH:15]=1. The catalyst class is: 829.